From a dataset of Forward reaction prediction with 1.9M reactions from USPTO patents (1976-2016). Predict the product of the given reaction. Given the reactants O=[C:2]([C:6]1([C:9]([F:12])([F:11])[F:10])[CH2:8][CH2:7]1)[CH2:3][C:4]#[N:5].[OH-:13].[Na+].C(O)C.S(O)(O)(=O)=O.[NH2:23]O, predict the reaction product. The product is: [F:10][C:9]([F:12])([F:11])[C:6]1([C:2]2[CH:3]=[C:4]([NH2:5])[O:13][N:23]=2)[CH2:8][CH2:7]1.